This data is from Reaction yield outcomes from USPTO patents with 853,638 reactions. The task is: Predict the reaction yield, written as a fraction of the theoretical maximum amount of product (1.0 means a 100% yield; for example, 0.34 means a 34% yield). (1) The reactants are [CH2:1]([NH:8][C:9](=[O:24])[C@H:10]([CH2:17][C:18]1[CH:23]=[CH:22][CH:21]=[CH:20][CH:19]=1)[NH:11][C:12](=[O:16])[C:13](=O)[CH3:14])[C:2]1[CH:7]=[CH:6][CH:5]=[CH:4][CH:3]=1.CC1C=CC(S(O)(=O)=O)=CC=1.O. The catalyst is C1(C)C=CC=CC=1. The product is [CH2:1]([N:8]1[C:13](=[CH2:14])[C:12](=[O:16])[NH:11][C@@H:10]([CH2:17][C:18]2[CH:23]=[CH:22][CH:21]=[CH:20][CH:19]=2)[C:9]1=[O:24])[C:2]1[CH:7]=[CH:6][CH:5]=[CH:4][CH:3]=1. The yield is 0.530. (2) The reactants are C(N(CC)CC)C.[CH2:8]([CH:11]([CH2:15][CH2:16][CH3:17])[C:12](Cl)=[O:13])[CH2:9][CH3:10].[CH2:18]([O:20][C:21]#[CH:22])[CH3:19]. The catalyst is C1(C)C=CC=CC=1. The product is [CH2:21]([O:20][C:18]1[C:11]([CH2:15][CH2:16][CH3:17])([CH2:8][CH2:9][CH3:10])[C:12](=[O:13])[CH:19]=1)[CH3:22]. The yield is 0.670. (3) The reactants are [C:1]([O:5][C:6]([NH:8][C@:9]([CH3:32])([CH2:12][CH2:13][C:14]1[N:15]([CH3:31])[C:16]([C:19](=[O:30])[CH2:20][CH2:21][CH2:22][CH2:23][C:24]2[CH:29]=[CH:28][CH:27]=[CH:26][CH:25]=2)=[CH:17][CH:18]=1)[CH2:10][OH:11])=[O:7])([CH3:4])([CH3:3])[CH3:2].N1C=NN=N1.C(N(C(C)C)[P:42]([O:47][CH2:48][CH:49]=[CH2:50])[O:43][CH2:44][CH:45]=[CH2:46])(C)C.C([O:58]O)(C)(C)C.CCCCCCCCCC.S([O-])([O-])=O.[Na+].[Na+]. The catalyst is ClCCl. The product is [P:42]([O:43][CH2:44][CH:45]=[CH2:46])([O:47][CH2:48][CH:49]=[CH2:50])([O:11][CH2:10][C@@:9]([NH:8][C:6]([O:5][C:1]([CH3:4])([CH3:3])[CH3:2])=[O:7])([CH3:32])[CH2:12][CH2:13][C:14]1[N:15]([CH3:31])[C:16]([C:19](=[O:30])[CH2:20][CH2:21][CH2:22][CH2:23][C:24]2[CH:25]=[CH:26][CH:27]=[CH:28][CH:29]=2)=[CH:17][CH:18]=1)=[O:58]. The yield is 0.680. (4) The reactants are [Cl:1][CH2:2][C:3]1[N:4]=[C:5]([C:8]2[CH:17]=[CH:16][C:11]([C:12]([O:14]C)=[O:13])=[CH:10][CH:9]=2)[S:6][CH:7]=1. The catalyst is Cl. The product is [Cl:1][CH2:2][C:3]1[N:4]=[C:5]([C:8]2[CH:9]=[CH:10][C:11]([C:12]([OH:14])=[O:13])=[CH:16][CH:17]=2)[S:6][CH:7]=1. The yield is 0.750. (5) The reactants are [C:1]1(=O)[CH2:6][CH2:5][CH2:4][CH2:3][CH2:2]1.C[C:9]1[NH:10][C:11]2[C:16]([CH:17]=1)=[CH:15][CH:14]=[C:13]([C:18]([OH:20])=[O:19])[CH:12]=2.C[O-].[Na+]. The catalyst is CO. The product is [C:1]1([C:17]2[C:16]3[C:11](=[CH:12][C:13]([C:18]([OH:20])=[O:19])=[CH:14][CH:15]=3)[NH:10][CH:9]=2)[CH2:6][CH2:5][CH2:4][CH2:3][CH:2]=1. The yield is 0.975. (6) The reactants are [C:1]([C:4]1[CH:19]=[CH:18][C:7]([C:8]([NH:10][C:11]2[CH:16]=[CH:15][C:14]([Cl:17])=[CH:13][N:12]=2)=[O:9])=[C:6]([NH:20][CH2:21][CH:22]2[CH2:27][CH2:26][N:25]([C:28]([O:30][C:31]([CH3:34])([CH3:33])[CH3:32])=[O:29])[CH2:24][CH2:23]2)[CH:5]=1)(O)=[O:2].ClC(OCC)=O.CN1CCOCC1.[BH4-].[Na+]. No catalyst specified. The product is [Cl:17][C:14]1[CH:15]=[CH:16][C:11]([NH:10][C:8](=[O:9])[C:7]2[CH:18]=[CH:19][C:4]([CH2:1][OH:2])=[CH:5][C:6]=2[NH:20][CH2:21][CH:22]2[CH2:27][CH2:26][N:25]([C:28]([O:30][C:31]([CH3:33])([CH3:32])[CH3:34])=[O:29])[CH2:24][CH2:23]2)=[N:12][CH:13]=1. The yield is 0.750.